Dataset: Full USPTO retrosynthesis dataset with 1.9M reactions from patents (1976-2016). Task: Predict the reactants needed to synthesize the given product. (1) The reactants are: NC1C([Br:12])=CC=CC=1C(OC)=O.[CH:13]([O:16][C:17]([N:19]1[CH2:25][CH2:24][CH2:23][CH:22]([N:26]([C:42](=[O:44])[CH3:43])[CH2:27][C:28]2[CH:33]=[C:32]([C:34]([F:37])([F:36])[F:35])[CH:31]=[C:30]([C:38]([F:41])([F:40])[F:39])[CH:29]=2)[C:21]2[CH:45]=[CH:46][CH:47]=[CH:48][C:20]1=2)=[O:18])([CH3:15])[CH3:14]. Given the product [C:42]([N:26]([CH2:27][C:28]1[CH:33]=[C:32]([C:34]([F:35])([F:36])[F:37])[CH:31]=[C:30]([C:38]([F:39])([F:40])[F:41])[CH:29]=1)[CH:22]1[CH2:23][CH2:24][CH2:25][N:19]([C:17]([O:16][CH:13]([CH3:15])[CH3:14])=[O:18])[C:20]2[C:48]([Br:12])=[CH:47][CH:46]=[CH:45][C:21]1=2)(=[O:44])[CH3:43], predict the reactants needed to synthesize it. (2) Given the product [C:8]1([C:5]2[CH:4]=[CH:3][CH:2]=[CH:7][CH:6]=2)[CH:13]=[CH:12][CH:11]=[C:10]([CH2:14][C:15]2[N:16]=[CH:17][NH:18][CH:19]=2)[CH:9]=1, predict the reactants needed to synthesize it. The reactants are: Cl[C:2]1[CH:7]=[CH:6][C:5]([C:8]2[CH:13]=[CH:12][CH:11]=[C:10]([CH2:14][C:15]3[N:16]=[CH:17][NH:18][CH:19]=3)[CH:9]=2)=[CH:4][CH:3]=1.[H][H]. (3) Given the product [F:12][C:2]([F:1])([F:13])[C:3]1[CH:4]=[C:5]([CH:9]=[CH:10][CH:11]=1)[C:6]([N:50]1[CH2:49][CH2:48][N:47]([C:53]([O:55][C:56]([CH3:59])([CH3:58])[CH3:57])=[O:54])[CH2:52][CH2:51]1)=[O:8], predict the reactants needed to synthesize it. The reactants are: [F:1][C:2]([F:13])([F:12])[C:3]1[CH:4]=[C:5]([CH:9]=[CH:10][CH:11]=1)[C:6]([OH:8])=O.CN(C(ON1N=NC2C=CC=NC1=2)=[N+](C)C)C.F[P-](F)(F)(F)(F)F.CCN(C(C)C)C(C)C.[N:47]1([C:53]([O:55][C:56]([CH3:59])([CH3:58])[CH3:57])=[O:54])[CH2:52][CH2:51][NH:50][CH2:49][CH2:48]1. (4) Given the product [F:13][C:14]1[C:15]([C:35]2[CH:36]=[N:37][C:38]([O:10][CH2:9][CH2:8][CH2:7][N:1]3[CH2:6][CH2:5][CH2:4][CH2:3][CH2:2]3)=[CH:39][CH:40]=2)=[CH:16][C:17]2[C:18]3[N:26]([CH:27]4[CH2:28][CH2:29][O:30][CH2:31][CH2:32]4)[C:25](=[O:33])[N:24]([CH3:34])[C:19]=3[CH:20]=[N:21][C:22]=2[CH:23]=1, predict the reactants needed to synthesize it. The reactants are: [N:1]1([CH2:7][CH2:8][CH2:9][OH:10])[CH2:6][CH2:5][CH2:4][CH2:3][CH2:2]1.[H-].[Na+].[F:13][C:14]1[C:15]([C:35]2[CH:36]=[N:37][C:38](F)=[CH:39][CH:40]=2)=[CH:16][C:17]2[C:18]3[N:26]([CH:27]4[CH2:32][CH2:31][O:30][CH2:29][CH2:28]4)[C:25](=[O:33])[N:24]([CH3:34])[C:19]=3[CH:20]=[N:21][C:22]=2[CH:23]=1. (5) Given the product [NH:39]1[C:40]2[C:36](=[C:35]([C:2]3[N:11]=[CH:10][C:9]4[N:8]([CH2:12][C:13]5[CH:18]=[CH:17][C:16]([S:19]([CH3:22])(=[O:21])=[O:20])=[CH:15][CH:14]=5)[CH2:7][CH:6]5[CH2:23][O:24][CH2:25][CH2:26][N:5]5[C:4]=4[N:3]=3)[CH:43]=[CH:42][CH:41]=2)[CH:37]=[CH:38]1, predict the reactants needed to synthesize it. The reactants are: Cl[C:2]1[N:11]=[CH:10][C:9]2[N:8]([CH2:12][C:13]3[CH:18]=[CH:17][C:16]([S:19]([CH3:22])(=[O:21])=[O:20])=[CH:15][CH:14]=3)[CH2:7][CH:6]3[CH2:23][O:24][CH2:25][CH2:26][N:5]3[C:4]=2[N:3]=1.CC1(C)C(C)(C)OB([C:35]2[CH:43]=[CH:42][CH:41]=[C:40]3[C:36]=2[CH:37]=[CH:38][NH:39]3)O1. (6) Given the product [CH3:11][C:5]1[C:4]2[C:8](=[CH:9][CH:10]=[C:2]([C:13]#[C:12][Si:14]([CH3:17])([CH3:16])[CH3:15])[CH:3]=2)[NH:7][N:6]=1, predict the reactants needed to synthesize it. The reactants are: Br[C:2]1[CH:3]=[C:4]2[C:8](=[CH:9][CH:10]=1)[NH:7][N:6]=[C:5]2[CH3:11].[C:12]([Si:14]([CH3:17])([CH3:16])[CH3:15])#[CH:13]. (7) Given the product [CH3:9][O:8][Si:5]([O:10][CH3:11])([O:6][CH3:7])[CH2:4][CH2:3][CH2:2][NH:1][CH:13]([CH2:14][C:15]([O:17][CH2:18][CH3:19])=[O:16])[C:12]([O:21][CH2:22][CH3:23])=[O:20], predict the reactants needed to synthesize it. The reactants are: [NH2:1][CH2:2][CH2:3][CH2:4][Si:5]([O:10][CH3:11])([O:8][CH3:9])[O:6][CH3:7].[C:12]([O:21][CH2:22][CH3:23])(=[O:20])/[CH:13]=[CH:14]\[C:15]([O:17][CH2:18][CH3:19])=[O:16]. (8) Given the product [Br:1][C:2]1[CH:3]=[C:4]2[C:5](=[CH:6][CH:7]=1)[O:8][C:11]1([CH3:17])[CH2:12][O:13][CH2:14][C:15](=[CH2:16])[CH:10]1[CH2:9]2, predict the reactants needed to synthesize it. The reactants are: [Br:1][C:2]1[CH:7]=[CH:6][C:5]([OH:8])=[C:4]([CH2:9]/[CH:10]=[C:11](\[CH3:17])/[CH2:12][O:13][CH2:14][C:15]#[CH:16])[CH:3]=1.